This data is from TCR-epitope binding with 47,182 pairs between 192 epitopes and 23,139 TCRs. The task is: Binary Classification. Given a T-cell receptor sequence (or CDR3 region) and an epitope sequence, predict whether binding occurs between them. (1) The epitope is KMKDLSPRW. The TCR CDR3 sequence is CASSSSYSYEQYF. Result: 1 (the TCR binds to the epitope). (2) The epitope is AYILFTRFFYV. The TCR CDR3 sequence is CASSTSGTPSTDTQYF. Result: 1 (the TCR binds to the epitope). (3) The epitope is FLPRVFSAV. The TCR CDR3 sequence is CASSLISLGNTIYF. Result: 0 (the TCR does not bind to the epitope). (4) The epitope is KLWAQCVQL. The TCR CDR3 sequence is CASSEGTGDWEPQHF. Result: 1 (the TCR binds to the epitope). (5) The epitope is RLQSLQTYV. The TCR CDR3 sequence is CAWSVGAGMKYGYTF. Result: 1 (the TCR binds to the epitope). (6) The epitope is IVTDFSVIK. The TCR CDR3 sequence is CASSRAGGFSNQPQHF. Result: 0 (the TCR does not bind to the epitope). (7) The epitope is YYRRATRRIR. The TCR CDR3 sequence is CASSPPSQETQYF. Result: 0 (the TCR does not bind to the epitope). (8) The epitope is NLNESLIDL. The TCR CDR3 sequence is CASSPGTGSYEQYF. Result: 1 (the TCR binds to the epitope).